This data is from Catalyst prediction with 721,799 reactions and 888 catalyst types from USPTO. The task is: Predict which catalyst facilitates the given reaction. Reactant: C(OC(=O)C)(=O)C.[C:8]([OH:14])(=O)[CH2:9][C:10]([OH:12])=O.[CH3:15][NH:16][C:17]([NH2:19])=[O:18].CS(C)=O. Product: [CH3:15][N:16]1[C:8](=[O:14])[CH2:9][C:10](=[O:12])[NH:19][C:17]1=[O:18]. The catalyst class is: 15.